The task is: Predict the product of the given reaction.. This data is from Forward reaction prediction with 1.9M reactions from USPTO patents (1976-2016). (1) Given the reactants [F:1][C:2]1[CH:7]=[CH:6][C:5]([C@H:8]([CH3:21])[CH2:9][N:10]2C(=O)C3C(=CC=CC=3)C2=O)=[CH:4][CH:3]=1.O.NN, predict the reaction product. The product is: [F:1][C:2]1[CH:3]=[CH:4][C:5]([C@H:8]([CH3:21])[CH2:9][NH2:10])=[CH:6][CH:7]=1. (2) Given the reactants [C:1]([O:5][C:6]([NH:8][CH:9]([CH:14]1[CH2:19][CH2:18][N:17]([C:20]2[N:25]=[C:24](/[CH:26]=[C:27]3/[C:28](=[O:33])[NH:29][C:30](=[O:32])[S:31]/3)[CH:23]=[CH:22][N:21]=2)[CH2:16][CH2:15]1)[CH2:10][C:11](O)=[O:12])=[O:7])([CH3:4])([CH3:3])[CH3:2].CN(C=O)C.CCN(C(C)C)C(C)C.[F:48][C:49]([F:60])([F:59])[O:50][C:51]1[CH:52]=[C:53]([CH2:57][NH2:58])[CH:54]=[CH:55][CH:56]=1.CN(C(ON1N=NC2C=CC=CC1=2)=[N+](C)C)C.F[P-](F)(F)(F)(F)F, predict the reaction product. The product is: [O:32]=[C:30]1[NH:29][C:28](=[O:33])/[C:27](=[CH:26]/[C:24]2[CH:23]=[CH:22][N:21]=[C:20]([N:17]3[CH2:18][CH2:19][CH:14]([CH:9]([NH:8][C:6](=[O:7])[O:5][C:1]([CH3:3])([CH3:4])[CH3:2])[CH2:10][C:11](=[O:12])[NH:58][CH2:57][C:53]4[CH:54]=[CH:55][CH:56]=[C:51]([O:50][C:49]([F:48])([F:59])[F:60])[CH:52]=4)[CH2:15][CH2:16]3)[N:25]=2)/[S:31]1. (3) Given the reactants [S:1]1[CH:5]=[CH:4][CH:3]=[C:2]1[C:6]([OH:8])=[O:7].C([O-])([O-])=O.[K+].[K+].Br[CH2:16][C:17]([O:19][C:20]([CH3:23])([CH3:22])[CH3:21])=[O:18], predict the reaction product. The product is: [S:1]1[CH:5]=[CH:4][CH:3]=[C:2]1[C:6]([O:8][CH2:16][C:17]([O:19][C:20]([CH3:23])([CH3:22])[CH3:21])=[O:18])=[O:7]. (4) Given the reactants [NH2:1][C:2]([C:4]1[CH:5]=[N:6][C:7]2[C:12]([C:13]=1[NH:14][C:15]1[CH:16]=[C:17]([CH:23]=[CH:24][CH:25]=1)[C:18]([O:20]CC)=[O:19])=[CH:11][CH:10]=[C:9]([C:26]1[CH:31]=[C:30]([C:32]([F:35])([F:34])[F:33])[N:29]=[C:28]([O:36][CH3:37])[CH:27]=1)[CH:8]=2)=[O:3].[OH-].[Na+], predict the reaction product. The product is: [NH2:1][C:2]([C:4]1[CH:5]=[N:6][C:7]2[C:12]([C:13]=1[NH:14][C:15]1[CH:16]=[C:17]([CH:23]=[CH:24][CH:25]=1)[C:18]([OH:20])=[O:19])=[CH:11][CH:10]=[C:9]([C:26]1[CH:31]=[C:30]([C:32]([F:33])([F:34])[F:35])[N:29]=[C:28]([O:36][CH3:37])[CH:27]=1)[CH:8]=2)=[O:3]. (5) Given the reactants Cl[C:2]1[N:7]=[CH:6][C:5]([S:8]([N:11]2[CH2:16][CH2:15][N:14]([CH3:17])[CH2:13][CH2:12]2)(=[O:10])=[O:9])=[CH:4][CH:3]=1.[O:18]=[C:19]1[CH2:27][C:26]2[C:21](=[CH:22][CH:23]=[C:24]([C:28]([O:30][CH3:31])=[O:29])[CH:25]=2)[NH:20]1, predict the reaction product. The product is: [OH:18][C:19]1[NH:20][C:21]2[C:26]([C:27]=1[C:2]1[CH:3]=[CH:4][C:5]([S:8]([N:11]3[CH2:16][CH2:15][N:14]([CH3:17])[CH2:13][CH2:12]3)(=[O:10])=[O:9])=[CH:6][N:7]=1)=[CH:25][C:24]([C:28]([O:30][CH3:31])=[O:29])=[CH:23][CH:22]=2. (6) Given the reactants C(=O)([O-])O.[Na+].[S:6]=[C:7]1[NH:12][C:11]2[CH:13]=[CH:14][NH:15][C:10]=2[C:9](=[O:16])[N:8]1[C:17]1[CH:22]=[CH:21][C:20]([O:23][CH2:24][C:25]([F:28])([F:27])[F:26])=[CH:19][CH:18]=1.Br[CH2:30][CH2:31][CH2:32][CH2:33][C:34]#[N:35].[I-].[Na+], predict the reaction product. The product is: [O:16]=[C:9]1[N:8]([C:17]2[CH:18]=[CH:19][C:20]([O:23][CH2:24][C:25]([F:28])([F:27])[F:26])=[CH:21][CH:22]=2)[C:7]([S:6][CH2:30][CH2:31][CH2:32][CH2:33][C:34]#[N:35])=[N:12][C:11]2[CH:13]=[CH:14][NH:15][C:10]1=2. (7) Given the reactants [C:1]([C:3]1[C:4]([N:20]2[CH2:25][CH2:24][CH:23]([C:26]([OH:28])=O)[CH2:22][CH2:21]2)=[N:5][C:6]([CH2:13][N:14]2[CH2:18][CH2:17][CH2:16][C:15]2=[O:19])=[C:7]([C:9](=[O:12])[CH2:10][CH3:11])[CH:8]=1)#[N:2].[CH:29]1([CH2:34][S:35]([NH2:38])(=[O:37])=[O:36])[CH2:33][CH2:32][CH2:31][CH2:30]1, predict the reaction product. The product is: [C:1]([C:3]1[C:4]([N:20]2[CH2:25][CH2:24][CH:23]([C:26]([NH:38][S:35]([CH2:34][CH:29]3[CH2:33][CH2:32][CH2:31][CH2:30]3)(=[O:37])=[O:36])=[O:28])[CH2:22][CH2:21]2)=[N:5][C:6]([CH2:13][N:14]2[CH2:18][CH2:17][CH2:16][C:15]2=[O:19])=[C:7]([C:9](=[O:12])[CH2:10][CH3:11])[CH:8]=1)#[N:2].